From a dataset of Reaction yield outcomes from USPTO patents with 853,638 reactions. Predict the reaction yield, written as a fraction of the theoretical maximum amount of product (1.0 means a 100% yield; for example, 0.34 means a 34% yield). The reactants are O1CCCCC1[N:7]1[C:15]2[C:10](=[CH:11][C:12]([C:16]3[N:20]=[CH:19][N:18](C(C4C=CC=CC=4)(C4C=CC=CC=4)C4C=CC=CC=4)[N:17]=3)=[CH:13][CH:14]=2)[C:9]([C:40]2[CH:41]=[C:42]([CH:47]=[CH:48][CH:49]=2)[C:43](OC)=[O:44])=[N:8]1.O.[OH-].[Li+].[CH2:53]1[C:61]2[C:56](=[CH:57][CH:58]=[CH:59][CH:60]=2)[C@H:55]([NH2:62])[C@@H:54]1[OH:63].O.ON1C2C=CC=CC=2N=N1.Cl.CN(C)CCCN=C=NCC. The catalyst is O1CCCC1.O1CCCC1.O. The product is [NH:17]1[C:16]([C:12]2[CH:11]=[C:10]3[C:15](=[CH:14][CH:13]=2)[NH:7][N:8]=[C:9]3[C:40]2[CH:41]=[C:42]([C:43]([NH:62][C@H:55]3[C:56]4[C:61](=[CH:60][CH:59]=[CH:58][CH:57]=4)[CH2:53][C@H:54]3[OH:63])=[O:44])[CH:47]=[CH:48][CH:49]=2)=[N:20][CH:19]=[N:18]1. The yield is 0.720.